Dataset: Experimentally validated miRNA-target interactions with 360,000+ pairs, plus equal number of negative samples. Task: Binary Classification. Given a miRNA mature sequence and a target amino acid sequence, predict their likelihood of interaction. The miRNA is hsa-miR-654-5p with sequence UGGUGGGCCGCAGAACAUGUGC. The protein sequence of the target gene is MATSNNPRKFSEKIALHNQKQAEETAAFEEVMKDLSLTRAARLQLQKSQYLQLGPSRGQYYGGSLPNVNQIGSGTMDLPFQTPFQSSGLDTSRTTRHHGLVDRVYRERGRLGSPHRRPLSVDKHGRQADSCPYGTMYLSPPADTSWRRTNSDSALHQSTMTPTQPESFSSGSQDVHQKRVLLLTVPGMEETTSEADKNLSKQAWDTKKTGSRPKSCEVPGINIFPSADQENTTALIPATHNTGGSLPDLTNIHFPSPLPTPLDPEEPTFPALSSSSSTGNLAANLTHLGIGGAGQGMSTP.... Result: 1 (interaction).